From a dataset of TCR-epitope binding with 47,182 pairs between 192 epitopes and 23,139 TCRs. Binary Classification. Given a T-cell receptor sequence (or CDR3 region) and an epitope sequence, predict whether binding occurs between them. (1) The epitope is MPASWVMRI. The TCR CDR3 sequence is CASSESGGELFF. Result: 1 (the TCR binds to the epitope). (2) The epitope is HTDFSSEIIGY. The TCR CDR3 sequence is CASSVSLGEKLFF. Result: 1 (the TCR binds to the epitope). (3) The epitope is TPINLVRDL. The TCR CDR3 sequence is CSVEGGRGYTYNEQFF. Result: 1 (the TCR binds to the epitope). (4) The epitope is ALSKGVHFV. The TCR CDR3 sequence is CASSEAGENSPLHF. Result: 1 (the TCR binds to the epitope). (5) The epitope is NYSGVVTTVMF. The TCR CDR3 sequence is CSVERDASSYNEQFF. Result: 1 (the TCR binds to the epitope). (6) The epitope is MPASWVMRI. The TCR CDR3 sequence is CASSLAQGWGAFF. Result: 0 (the TCR does not bind to the epitope). (7) The epitope is RQLLFVVEV. The TCR CDR3 sequence is CASSLGQGKETQYF. Result: 1 (the TCR binds to the epitope).